Dataset: Full USPTO retrosynthesis dataset with 1.9M reactions from patents (1976-2016). Task: Predict the reactants needed to synthesize the given product. (1) Given the product [CH:23]1([CH2:22][N:11]2[CH2:12][C@H:13]([C:16]3[CH:21]=[CH:20][CH:19]=[CH:18][CH:17]=3)[CH2:14][CH2:15][C@@H:9]([NH:8][C:69]([N:37]3[CH2:32][CH2:31][CH:36]([N:59]4[C:58](=[O:67])[NH:57][C:56]([C:50]5[CH:51]=[CH:52][CH:53]=[CH:54][CH:55]=5)=[N:60]4)[CH2:35][CH2:34]3)=[O:68])[C:10]2=[O:26])[CH2:25][CH2:24]1, predict the reactants needed to synthesize it. The reactants are: C(N(CC)CC)C.[NH2:8][C@@H:9]1[CH2:15][CH2:14][C@@H:13]([C:16]2[CH:21]=[CH:20][CH:19]=[CH:18][CH:17]=2)[CH2:12][N:11]([CH2:22][CH:23]2[CH2:25][CH2:24]2)[C:10]1=[O:26].ClC(O[C:31]1[CH:36]=[CH:35][C:34]([N+:37]([O-])=O)=C[CH:32]=1)=O.C(N(C(C)C)CC)(C)C.Cl.[C:50]1([CH:56]2[N:60](C3CCNCC3)[NH:59][C:58](=[O:67])[NH:57]2)[CH:55]=[CH:54][CH:53]=[CH:52][CH:51]=1.[O:68]1CCC[CH2:69]1. (2) Given the product [F:8][C:9]1[CH:14]=[CH:13][C:12]([S:15]([NH:18][C:27]2[C:36]([C:37]([O:39][CH3:40])=[O:38])=[C:35]3[C:30]([C:31]4[CH:43]=[CH:42][O:41][C:32]=4[CH2:33][O:34]3)=[CH:29][CH:28]=2)(=[O:16])=[O:17])=[C:11](/[CH:44]=[CH:45]\[CH2:46][N:47]2[CH2:48][CH2:49][O:50][CH2:51][CH2:52]2)[CH:10]=1, predict the reactants needed to synthesize it. The reactants are: C(O)(C(F)(F)F)=O.[F:8][C:9]1[CH:14]=[CH:13][C:12]([S:15]([N:18]([C:27]2[C:36]([C:37]([O:39][CH3:40])=[O:38])=[C:35]3[C:30]([C:31]4[CH:43]=[CH:42][O:41][C:32]=4[CH2:33][O:34]3)=[CH:29][CH:28]=2)COCC[Si](C)(C)C)(=[O:17])=[O:16])=[C:11](/[CH:44]=[CH:45]\[CH2:46][N:47]2[CH2:52][CH2:51][O:50][CH2:49][CH2:48]2)[CH:10]=1.C(=O)([O-])[O-].[K+].[K+]. (3) The reactants are: [H-].[Na+].[S:3]1[CH:7]=[CH:6][N:5]=[C:4]1[CH2:8][OH:9].[CH3:10][O:11][C:12](=[O:15])[CH2:13]Br. Given the product [CH3:10][O:11][C:12](=[O:15])[CH2:13][O:9][CH2:8][C:4]1[S:3][CH:7]=[CH:6][N:5]=1, predict the reactants needed to synthesize it. (4) The reactants are: C(O[C:4]([C:6]1[CH:7]=[C:8]2[C:12](=[CH:13][CH:14]=1)[NH:11][N:10]=[C:9]2[C:15]1[CH:24]=[CH:23][C:22]2[C:17](=[CH:18][CH:19]=[C:20]([O:25][CH3:26])[CH:21]=2)[CH:16]=1)=[NH:5])C.[N:27]1([CH2:33][C:34]([NH:36][NH2:37])=O)[CH2:32][CH2:31][O:30][CH2:29][CH2:28]1. Given the product [CH3:26][O:25][C:20]1[CH:21]=[C:22]2[C:17](=[CH:18][CH:19]=1)[CH:16]=[C:15]([C:9]1[C:8]3[C:12](=[CH:13][CH:14]=[C:6]([C:4]4[N:5]=[C:34]([CH2:33][N:27]5[CH2:32][CH2:31][O:30][CH2:29][CH2:28]5)[NH:36][N:37]=4)[CH:7]=3)[NH:11][N:10]=1)[CH:24]=[CH:23]2, predict the reactants needed to synthesize it.